This data is from Retrosynthesis with 50K atom-mapped reactions and 10 reaction types from USPTO. The task is: Predict the reactants needed to synthesize the given product. (1) Given the product CCCc1c(CN(C)C)cccc1OC(C)=O, predict the reactants needed to synthesize it. The reactants are: CC(=O)Cl.CCCc1c(O)cccc1CN(C)C. (2) Given the product CCCCC(=O)Nc1cnc2ccccc2c1Cl, predict the reactants needed to synthesize it. The reactants are: CCCCC(=O)Cl.Nc1cnc2ccccc2c1Cl. (3) Given the product N[C@H](CCCNC(=O)OCc1ccccc1)C(=O)N[C@@H](CO)c1ccccc1, predict the reactants needed to synthesize it. The reactants are: CC(C)(C)OC(=O)N[C@H](CCCNC(=O)OCc1ccccc1)C(=O)N[C@@H](CO)c1ccccc1. (4) The reactants are: C1=COCCC1.CC(C)(C)C(=O)Nc1cc(O)c(F)c(F)c1F. Given the product CC(C)(C)C(=O)Nc1cc(OC2CCCCO2)c(F)c(F)c1F, predict the reactants needed to synthesize it.